From a dataset of Buchwald-Hartwig C-N cross coupling reaction yields with 55,370 reactions. Predict the reaction yield, written as a fraction of the theoretical maximum amount of product (1.0 means a 100% yield; for example, 0.34 means a 34% yield). (1) The reactants are CCc1ccc(Br)cc1.Cc1ccc(N)cc1.O=S(=O)(O[Pd]1c2ccccc2-c2ccccc2N~1)C(F)(F)F.CC(C)c1cc(C(C)C)c(-c2ccccc2P(C2CCCCC2)C2CCCCC2)c(C(C)C)c1.CCN=P(N=P(N(C)C)(N(C)C)N(C)C)(N(C)C)N(C)C.c1ccc(-c2ccno2)cc1. No catalyst specified. The product is CCc1ccc(Nc2ccc(C)cc2)cc1. The yield is 0.142. (2) The reactants are COc1ccc(Cl)cc1.Cc1ccc(N)cc1.O=S(=O)(O[Pd]1c2ccccc2-c2ccccc2N~1)C(F)(F)F.CC(C)c1cc(C(C)C)c(-c2ccccc2P(C2CCCCC2)C2CCCCC2)c(C(C)C)c1.CCN=P(N=P(N(C)C)(N(C)C)N(C)C)(N(C)C)N(C)C.c1ccc(-c2ccno2)cc1. No catalyst specified. The product is COc1ccc(Nc2ccc(C)cc2)cc1. The yield is 0.0248. (3) The reactants are FC(F)(F)c1ccc(Br)cc1.Cc1ccc(N)cc1.O=S(=O)(O[Pd]1c2ccccc2-c2ccccc2N~1)C(F)(F)F.CC(C)c1cc(C(C)C)c(-c2ccccc2P(C(C)(C)C)C(C)(C)C)c(C(C)C)c1.CCN=P(N=P(N(C)C)(N(C)C)N(C)C)(N(C)C)N(C)C.Cc1cc(-n2cccc2)no1. No catalyst specified. The product is Cc1ccc(Nc2ccc(C(F)(F)F)cc2)cc1. The yield is 0.339. (4) The yield is 0.00518. The reactants are CCc1ccc(Cl)cc1.Cc1ccc(N)cc1.O=S(=O)(O[Pd]1c2ccccc2-c2ccccc2N~1)C(F)(F)F.CC(C)c1cc(C(C)C)c(-c2ccccc2P(C(C)(C)C)C(C)(C)C)c(C(C)C)c1.CN(C)C(=NC(C)(C)C)N(C)C.CCOC(=O)c1cnoc1. No catalyst specified. The product is CCc1ccc(Nc2ccc(C)cc2)cc1. (5) The reactants are FC(F)(F)c1ccc(I)cc1.Cc1ccc(N)cc1.O=S(=O)(O[Pd]1c2ccccc2-c2ccccc2N~1)C(F)(F)F.COc1ccc(OC)c(P([C@]23C[C@H]4C[C@H](C[C@H](C4)C2)C3)[C@]23C[C@H]4C[C@H](C[C@H](C4)C2)C3)c1-c1c(C(C)C)cc(C(C)C)cc1C(C)C.CCN=P(N=P(N(C)C)(N(C)C)N(C)C)(N(C)C)N(C)C.c1ccc(-c2ccno2)cc1. No catalyst specified. The product is Cc1ccc(Nc2ccc(C(F)(F)F)cc2)cc1. The yield is 0.0994.